This data is from Reaction yield outcomes from USPTO patents with 853,638 reactions. The task is: Predict the reaction yield, written as a fraction of the theoretical maximum amount of product (1.0 means a 100% yield; for example, 0.34 means a 34% yield). (1) The reactants are [Br:1]N1C(=O)CCC1=O.C1(P(C2C=CC=CC=2)C2C=CC=CC=2)C=CC=CC=1.[CH3:28][Si:29]([CH3:37])([CH3:36])[C:30]#[C:31]/[CH:32]=[CH:33]/[CH2:34]O. The catalyst is ClCCl. The product is [Br:1][CH2:34][CH:33]=[CH:32][C:31]#[C:30][Si:29]([CH3:37])([CH3:36])[CH3:28]. The yield is 0.890. (2) The reactants are [N+:1]([C:4]1[CH:9]=[CH:8][CH:7]=[CH:6][C:5]=1[C:10]1[CH:15]=[CH:14][CH:13]=[CH:12][CH:11]=1)([O-:3])=[O:2].[Br:16]Br.S(=O)(=O)(O)[O-].[Na+]. The catalyst is [Fe](Cl)(Cl)Cl.O. The product is [Br:16][C:13]1[CH:12]=[CH:11][C:10]([C:5]2[CH:6]=[CH:7][CH:8]=[CH:9][C:4]=2[N+:1]([O-:3])=[O:2])=[CH:15][CH:14]=1. The yield is 0.350. (3) The reactants are C[O:2][C:3]([C:5]1[S:6][C:7]([C:28]2[CH:33]=[CH:32][CH:31]=[CH:30][CH:29]=2)=[CH:8][C:9]=1[N:10]([CH:20]1[CH2:25][CH2:24][C:23]([OH:27])([CH3:26])[CH2:22][CH2:21]1)[C:11]([C@H:13]1[CH2:18][CH2:17][C@@H:16]([CH3:19])[CH2:15][CH2:14]1)=[O:12])=[O:4].[OH-].[Li+]. The catalyst is O1CCCC1.O.CO. The product is [OH:27][C:23]1([CH3:26])[CH2:22][CH2:21][CH:20]([N:10]([C:11]([C@H:13]2[CH2:14][CH2:15][C@@H:16]([CH3:19])[CH2:17][CH2:18]2)=[O:12])[C:9]2[CH:8]=[C:7]([C:28]3[CH:29]=[CH:30][CH:31]=[CH:32][CH:33]=3)[S:6][C:5]=2[C:3]([OH:4])=[O:2])[CH2:25][CH2:24]1. The yield is 0.740. (4) The reactants are [I-].[CH3:2][S+](C)(C)=O.[H-].[Na+].[NH:9]1[C:17]2[C:12](=[CH:13][CH:14]=[C:15](/[CH:18]=[C:19]3/[C:20](=[O:28])[NH:21][C:22]4[C:27]/3=[CH:26][CH:25]=[CH:24][CH:23]=4)[CH:16]=2)[CH:11]=[N:10]1. The catalyst is CN(C=O)C. The product is [NH:9]1[C:17]2[C:12](=[CH:13][CH:14]=[C:15]([C@H:18]3[C@@:19]4([C:27]5[C:22](=[CH:23][CH:24]=[CH:25][CH:26]=5)[NH:21][C:20]4=[O:28])[CH2:2]3)[CH:16]=2)[CH:11]=[N:10]1. The yield is 0.280.